Dataset: Reaction yield outcomes from USPTO patents with 853,638 reactions. Task: Predict the reaction yield, written as a fraction of the theoretical maximum amount of product (1.0 means a 100% yield; for example, 0.34 means a 34% yield). (1) The reactants are [NH2:1][CH2:2][C:3]1[CH:4]=[C:5]2[C:9](=[CH:10][CH:11]=1)[C:8](=[O:12])[N:7]([CH:13]1[CH2:18][CH2:17][C:16](=[O:19])[NH:15][C:14]1=[O:20])[CH2:6]2.[Cl:21][C:22]1[CH:27]=[CH:26][C:25]([C:28]([F:31])([F:30])[F:29])=[CH:24][C:23]=1[N:32]=[C:33]=[O:34].Cl. The catalyst is C(#N)C. The product is [Cl:21][C:22]1[CH:27]=[CH:26][C:25]([C:28]([F:31])([F:30])[F:29])=[CH:24][C:23]=1[NH:32][C:33]([NH:1][CH2:2][C:3]1[CH:4]=[C:5]2[C:9](=[CH:10][CH:11]=1)[C:8](=[O:12])[N:7]([CH:13]1[CH2:18][CH2:17][C:16](=[O:19])[NH:15][C:14]1=[O:20])[CH2:6]2)=[O:34]. The yield is 0.490. (2) The reactants are [C:1]1(=[O:8])[O:7][C:5](=[O:6])[CH2:4][CH2:3][CH2:2]1.[NH2:9][C:10]1[S:11][C:12]([N+:15]([O-:17])=[O:16])=[CH:13][N:14]=1. The catalyst is CN(C1C=CN=CC=1)C.C(Cl)Cl.CCOC(C)=O. The product is [N+:15]([C:12]1[S:11][C:10]([NH:9][C:5](=[O:6])[CH2:4][CH2:3][CH2:2][C:1]([OH:7])=[O:8])=[N:14][CH:13]=1)([O-:17])=[O:16]. The yield is 0.540. (3) The reactants are B.C1COCC1.[Cl:7][C:8]1[CH:16]=[CH:15][C:11]([C:12]([NH2:14])=O)=[C:10]([S:17][CH3:18])[CH:9]=1. No catalyst specified. The product is [Cl:7][C:8]1[CH:16]=[CH:15][C:11]([CH2:12][NH2:14])=[C:10]([S:17][CH3:18])[CH:9]=1. The yield is 0.480. (4) The reactants are Cl.[N+:2]([C:5]1[CH:15]=[CH:14][C:8]2[CH2:9][CH2:10][NH:11][CH2:12][CH2:13][C:7]=2[CH:6]=1)([O-:4])=[O:3].N1C=CC=CC=1.C(N(CC)CC)C.[C:29]1([CH3:39])[CH:34]=[CH:33][C:32]([S:35](Cl)(=[O:37])=[O:36])=[CH:31][CH:30]=1. The catalyst is ClCCl. The product is [CH3:39][C:29]1[CH:34]=[CH:33][C:32]([S:35]([N:11]2[CH2:10][CH2:9][C:8]3[CH:14]=[CH:15][C:5]([N+:2]([O-:4])=[O:3])=[CH:6][C:7]=3[CH2:13][CH2:12]2)(=[O:37])=[O:36])=[CH:31][CH:30]=1. The yield is 0.700. (5) The reactants are Cl[C:2]1[CH:7]=[C:6]([CH2:8][OH:9])[CH:5]=[CH:4][N:3]=1.[CH3:10][NH:11][CH3:12]. The catalyst is C(O)C. The product is [OH:9][CH2:8][C:6]1[CH:5]=[CH:4][N:3]=[C:2]([N:11]([CH3:12])[CH3:10])[CH:7]=1. The yield is 0.940.